From a dataset of Full USPTO retrosynthesis dataset with 1.9M reactions from patents (1976-2016). Predict the reactants needed to synthesize the given product. (1) Given the product [CH2:46]([NH:47][C:21]([C:19]1[N:20]=[C:9]2[C:8]3([NH:7][C:5](=[O:6])[C:4]([N:2]([CH3:3])[CH3:1])=[O:36])[CH2:16][CH2:15][CH:12]([CH2:13][CH2:14]3)[CH2:11][N:10]2[C:17](=[O:35])[C:18]=1[OH:26])=[O:23])[C:40]1[CH:45]=[CH:44][CH:43]=[CH:42][CH:41]=1, predict the reactants needed to synthesize it. The reactants are: [CH3:1][N:2]([C:4](=[O:36])[C:5]([NH:7][C:8]12[CH2:16][CH2:15][CH:12]([CH2:13][CH2:14]1)[CH2:11][N:10]1[C:17](=[O:35])[C:18]([O:26]C(C3C=CC=CC=3)=O)=[C:19]([C:21]([O:23]CC)=O)[N:20]=[C:9]21)=[O:6])[CH3:3].N(C)C.[C:40]1([CH2:46][NH2:47])[CH:45]=[CH:44][CH:43]=[CH:42][CH:41]=1.C(N(CC)CC)C. (2) Given the product [C:8]([O:12][C:13]([N:15]1[CH2:19][CH2:18][CH2:17][C@@H:16]1[CH2:20][OH:21])=[O:14])([CH3:11])([CH3:10])[CH3:9], predict the reactants needed to synthesize it. The reactants are: CN1CCOCC1.[C:8]([O:12][C:13]([N:15]1[CH2:19][CH2:18][CH2:17][CH:16]1[C:20](O)=[O:21])=[O:14])([CH3:11])([CH3:10])[CH3:9].ClC(OCC(C)C)=O.[BH4-].[Na+]. (3) Given the product [CH3:1][C:2]1([CH3:24])[CH2:8][CH2:7][CH2:6][N:5]([C:9]2[CH:14]=[CH:13][CH:12]=[CH:11][CH:10]=2)[C:4](=[O:15])[CH:3]1[NH:16][C:17](=[O:23])[O:18][C:19]([CH3:22])([CH3:21])[CH3:20], predict the reactants needed to synthesize it. The reactants are: [CH3:1][C:2]1([CH3:24])[CH:3]([NH:16][C:17](=[O:23])[O:18][C:19]([CH3:22])([CH3:21])[CH3:20])[C:4](=[O:15])[N:5]([C:9]2[CH:14]=[CH:13][CH:12]=[CH:11][CH:10]=2)[CH2:6][CH:7]=[CH:8]1.[H][H]. (4) Given the product [CH3:1][C:2]1[N:3]=[CH:4][C:5]2[C:10]([CH:11]=1)=[CH:9][C:8]([CH2:12][OH:13])=[CH:7][CH:6]=2, predict the reactants needed to synthesize it. The reactants are: [CH3:1][C:2]1[N:3]=[CH:4][C:5]2[C:10]([CH:11]=1)=[CH:9][C:8]([C:12](OC)=[O:13])=[CH:7][CH:6]=2.